From a dataset of Full USPTO retrosynthesis dataset with 1.9M reactions from patents (1976-2016). Predict the reactants needed to synthesize the given product. Given the product [C:13]([CH:12]([C:6]1[CH:7]=[C:8]([O:10][CH3:11])[CH:9]=[C:4]([O:3][CH3:2])[CH:5]=1)[C:15]([O:16][CH2:17][CH3:18])=[O:19])#[N:14], predict the reactants needed to synthesize it. The reactants are: [Na].[CH3:2][O:3][C:4]1[CH:5]=[C:6]([CH2:12][C:13]#[N:14])[CH:7]=[C:8]([O:10][CH3:11])[CH:9]=1.[C:15](=O)([O:19]CC)[O:16][CH2:17][CH3:18].